From a dataset of Forward reaction prediction with 1.9M reactions from USPTO patents (1976-2016). Predict the product of the given reaction. (1) Given the reactants Br[C:2]1[CH:11]=[CH:10][CH:9]=[C:8]([Cl:12])[C:3]=1[C:4]([O:6][CH3:7])=[O:5].[NH:13]1[CH2:18][CH2:17][O:16][CH2:15][CH2:14]1.CC1(C)C2C(=C(P(C3C=CC=CC=3)C3C=CC=CC=3)C=CC=2)OC2C(P(C3C=CC=CC=3)C3C=CC=CC=3)=CC=CC1=2.C(=O)([O-])[O-].[Cs+].[Cs+], predict the reaction product. The product is: [Cl:12][C:8]1[CH:9]=[CH:10][CH:11]=[C:2]([N:13]2[CH2:18][CH2:17][O:16][CH2:15][CH2:14]2)[C:3]=1[C:4]([O:6][CH3:7])=[O:5]. (2) Given the reactants [Br:1][C:2]1[C:3]([CH3:11])=[C:4]([CH:8]=[CH:9][CH:10]=1)[C:5]([NH2:7])=O.S(C)C.CO.Cl, predict the reaction product. The product is: [Br:1][C:2]1[C:3]([CH3:11])=[C:4]([CH2:5][NH2:7])[CH:8]=[CH:9][CH:10]=1.